Dataset: Forward reaction prediction with 1.9M reactions from USPTO patents (1976-2016). Task: Predict the product of the given reaction. The product is: [F:14][C:15]([F:27])([F:26])[C:16]1[CH:17]=[C:18]([S:22]([N:1]([C:2]2[CH:7]=[CH:6][CH:5]=[CH:4][C:3]=2/[CH:8]=[CH:9]/[C:10]([O:12][CH3:13])=[O:11])[S:22]([C:18]2[CH:19]=[CH:20][CH:21]=[C:16]([C:15]([F:14])([F:26])[F:27])[CH:17]=2)(=[O:24])=[O:23])(=[O:24])=[O:23])[CH:19]=[CH:20][CH:21]=1. Given the reactants [NH2:1][C:2]1[CH:7]=[CH:6][CH:5]=[CH:4][C:3]=1/[CH:8]=[CH:9]/[C:10]([O:12][CH3:13])=[O:11].[F:14][C:15]([F:27])([F:26])[C:16]1[CH:17]=[C:18]([S:22](Cl)(=[O:24])=[O:23])[CH:19]=[CH:20][CH:21]=1, predict the reaction product.